This data is from Forward reaction prediction with 1.9M reactions from USPTO patents (1976-2016). The task is: Predict the product of the given reaction. (1) Given the reactants [N:1]1[C:10]2[C:5](=[CH:6][CH:7]=[CH:8][C:9]=2[S:11](Cl)(=[O:13])=[O:12])[CH:4]=[CH:3][CH:2]=1.[NH2:15][C:16]1[C:17]([O:31][C:32]2[CH:37]=[CH:36][C:35]([C:38]#[N:39])=[CH:34][CH:33]=2)=[N:18][C:19]([O:22][C:23]2[CH:28]=[CH:27][C:26]([C:29]#[N:30])=[CH:25][CH:24]=2)=[CH:20][CH:21]=1, predict the reaction product. The product is: [C:38]([C:35]1[CH:36]=[CH:37][C:32]([O:31][C:17]2[C:16]([NH:15][S:11]([C:9]3[CH:8]=[CH:7][CH:6]=[C:5]4[C:10]=3[N:1]=[CH:2][CH:3]=[CH:4]4)(=[O:13])=[O:12])=[CH:21][CH:20]=[C:19]([O:22][C:23]3[CH:28]=[CH:27][C:26]([C:29]#[N:30])=[CH:25][CH:24]=3)[N:18]=2)=[CH:33][CH:34]=1)#[N:39]. (2) Given the reactants Cl[CH2:2][CH2:3][CH2:4][C:5]([C:7]1[CH:12]=[CH:11][C:10]([Cl:13])=[CH:9][CH:8]=1)=[O:6].[NH:14]1[CH2:19][CH2:18][CH:17]([C:20]2[CH:21]=[C:22]([NH:26][C:27](=[O:30])[CH2:28][CH3:29])[CH:23]=[CH:24][CH:25]=2)[CH2:16][CH2:15]1, predict the reaction product. The product is: [Cl:13][C:10]1[CH:11]=[CH:12][C:7]([C:5](=[O:6])[CH2:4][CH2:3][CH2:2][N:14]2[CH2:19][CH2:18][CH:17]([C:20]3[CH:21]=[C:22]([NH:26][C:27](=[O:30])[CH2:28][CH3:29])[CH:23]=[CH:24][CH:25]=3)[CH2:16][CH2:15]2)=[CH:8][CH:9]=1. (3) Given the reactants [CH:1]1([O:7][C:8]([NH:10][CH2:11][C:12]([OH:14])=O)=[O:9])[CH2:6][CH2:5][CH2:4][CH2:3][CH2:2]1.[CH:15]1[C:25]2[CH:24]=[CH:23][C:22]3[CH:26]=[CH:27][CH:28]=[CH:29][C:21]=3[C:20](=[C:30]3[CH2:35][CH2:34][NH:33][CH2:32][CH2:31]3)[C:19]=2[CH:18]=[CH:17][CH:16]=1.Cl.C(N=C=NCCCN(C)C)C.C(N(CC)CC)C, predict the reaction product. The product is: [CH:15]1[C:25]2[CH:24]=[CH:23][C:22]3[CH:26]=[CH:27][CH:28]=[CH:29][C:21]=3[C:20](=[C:30]3[CH2:31][CH2:32][N:33]([C:12](=[O:14])[CH2:11][NH:10][C:8](=[O:9])[O:7][CH:1]4[CH2:2][CH2:3][CH2:4][CH2:5][CH2:6]4)[CH2:34][CH2:35]3)[C:19]=2[CH:18]=[CH:17][CH:16]=1.